This data is from Catalyst prediction with 721,799 reactions and 888 catalyst types from USPTO. The task is: Predict which catalyst facilitates the given reaction. (1) Reactant: C(OC([N:8]1[CH2:13][CH2:12][N:11](C(OC(C)(C)C)=O)[CH2:10][CH:9]1[C:21]1[CH:26]=[CH:25][C:24]([C:27]2[N:31]=[CH:30][O:29][N:28]=2)=[CH:23][CH:22]=1)=O)(C)(C)C.[ClH:32]. Product: [ClH:32].[ClH:32].[O:29]1[CH:30]=[N:31][C:27]([C:24]2[CH:25]=[CH:26][C:21]([CH:9]3[CH2:10][NH:11][CH2:12][CH2:13][NH:8]3)=[CH:22][CH:23]=2)=[N:28]1. The catalyst class is: 96. (2) Reactant: [Cl:1][C:2]1[CH:7]=[CH:6][C:5]([C:8]2[O:12][C:11]([CH3:13])=[C:10]([C:14]([OH:16])=[O:15])[CH:9]=2)=[CH:4][CH:3]=1.C(=O)([O-])[O-].[K+].[K+].[CH2:23](I)[CH3:24].O. Product: [Cl:1][C:2]1[CH:3]=[CH:4][C:5]([C:8]2[O:12][C:11]([CH3:13])=[C:10]([C:14]([O:16][CH2:23][CH3:24])=[O:15])[CH:9]=2)=[CH:6][CH:7]=1. The catalyst class is: 9. (3) Reactant: [H-].[Na+].[Cl:3][C:4]1[C:5]([Cl:25])=[CH:6][C:7]2[C:8]3[CH2:17][CH2:16][N:15]([C:18]([O:20][C:21]([CH3:24])([CH3:23])[CH3:22])=[O:19])[CH2:14][CH2:13][C:9]=3[NH:10][C:11]=2[CH:12]=1.Br[CH2:27][C:28]([O:30][CH2:31][CH3:32])=[O:29]. Product: [Cl:3][C:4]1[C:5]([Cl:25])=[CH:6][C:7]2[C:8]3[CH2:17][CH2:16][N:15]([C:18]([O:20][C:21]([CH3:22])([CH3:24])[CH3:23])=[O:19])[CH2:14][CH2:13][C:9]=3[N:10]([CH2:27][C:28]([O:30][CH2:31][CH3:32])=[O:29])[C:11]=2[CH:12]=1. The catalyst class is: 3. (4) Reactant: [C:1]([O:5][C:6](=[O:12])[NH:7][CH2:8][CH2:9][CH2:10][OH:11])([CH3:4])([CH3:3])[CH3:2].[Cl:13][C:14]1[CH:19]=[C:18](F)[CH:17]=[CH:16][N:15]=1.[OH-].[Na+]. Product: [Cl:13][C:14]1[CH:19]=[C:18]([O:11][CH2:10][CH2:9][CH2:8][NH:7][C:6](=[O:12])[O:5][C:1]([CH3:4])([CH3:2])[CH3:3])[CH:17]=[CH:16][N:15]=1. The catalyst class is: 3. (5) Reactant: [O:1]1[C:5]2[CH:6]=[CH:7][CH:8]=[CH:9][C:4]=2[CH:3]=[C:2]1[C:10]1[CH:11]=[C:12]2[C:17](=[CH:18][CH:19]=1)[N:16]=[C:15]([C:20]([F:23])([F:22])[F:21])[CH:14]=[C:13]2OCC#N.[N-:28]=[N+:29]=[N-:30].[Na+].[NH4+:32].[Cl-]. Product: [O:1]1[C:9]2[CH:8]=[CH:7][CH:6]=[CH:5][C:4]=2[CH:3]=[C:2]1[C:10]1[CH:11]=[C:12]2[C:17](=[CH:18][CH:19]=1)[N:16]=[C:15]([C:20]([F:23])([F:22])[F:21])[CH:14]=[C:13]2[CH:2]([O:1][CH:5]([C:4]1[NH:32][N:30]=[N:29][N:28]=1)[C:13]1[C:12]2[C:17](=[CH:18][CH:19]=[C:10]([C:2]3[O:1][C:9]4[CH:8]=[CH:7][CH:6]=[CH:5][C:4]=4[CH:3]=3)[CH:11]=2)[N:16]=[C:15]([C:20]([F:22])([F:21])[F:23])[CH:14]=1)[C:3]1[NH:32][N:30]=[N:29][N:28]=1. The catalyst class is: 3.